From a dataset of Reaction yield outcomes from USPTO patents with 853,638 reactions. Predict the reaction yield, written as a fraction of the theoretical maximum amount of product (1.0 means a 100% yield; for example, 0.34 means a 34% yield). The reactants are Br[C:2]1[CH:3]=[CH:4][C:5]2[O:14][CH2:13][CH2:12][C:11]3[S:10][C:9]([C:15]4[N:16]([CH:20]([CH3:22])[CH3:21])[N:17]=[CH:18][N:19]=4)=[N:8][C:7]=3[C:6]=2[CH:23]=1.[CH3:24][C:25]1[C:30](B(O)O)=[CH:29][CH:28]=[CH:27][N:26]=1.C([O-])(=O)C.[K+].CN(C=O)C. The catalyst is C1C=CC([P]([Pd]([P](C2C=CC=CC=2)(C2C=CC=CC=2)C2C=CC=CC=2)([P](C2C=CC=CC=2)(C2C=CC=CC=2)C2C=CC=CC=2)[P](C2C=CC=CC=2)(C2C=CC=CC=2)C2C=CC=CC=2)(C2C=CC=CC=2)C2C=CC=CC=2)=CC=1.O. The product is [CH:20]([N:16]1[C:15]([C:9]2[S:10][C:11]3[CH2:12][CH2:13][O:14][C:5]4[CH:4]=[CH:3][C:2]([C:30]5[C:25]([CH3:24])=[N:26][CH:27]=[CH:28][CH:29]=5)=[CH:23][C:6]=4[C:7]=3[N:8]=2)=[N:19][CH:18]=[N:17]1)([CH3:22])[CH3:21]. The yield is 0.280.